Dataset: Forward reaction prediction with 1.9M reactions from USPTO patents (1976-2016). Task: Predict the product of the given reaction. (1) Given the reactants [C:1]([O:4][CH2:5][C@@H:6]1[CH2:11][C@@H:10]([OH:12])[CH2:9][CH:8]([OH:13])[O:7]1)(=[O:3])[CH3:2].C(=O)([O-])[O-].[Ba+2].BrBr.[Na+].[Cl-], predict the reaction product. The product is: [C:1]([O:4][CH2:5][C@@H:6]1[CH2:11][C@@H:10]([OH:12])[CH2:9][C:8](=[O:13])[O:7]1)(=[O:3])[CH3:2]. (2) Given the reactants [Cl:1][C:2]1[CH:7]=[CH:6][C:5]([C@@H:8]2[CH2:13][CH2:12][N:11](C(OC(C)(C)C)=O)[CH2:10][C@H:9]2[C:21]([O:23][CH2:24][CH3:25])=[O:22])=[CH:4][CH:3]=1.FC(F)(F)C(O)=O, predict the reaction product. The product is: [Cl:1][C:2]1[CH:7]=[CH:6][C:5]([C@@H:8]2[CH2:13][CH2:12][NH:11][CH2:10][C@H:9]2[C:21]([O:23][CH2:24][CH3:25])=[O:22])=[CH:4][CH:3]=1.